This data is from Full USPTO retrosynthesis dataset with 1.9M reactions from patents (1976-2016). The task is: Predict the reactants needed to synthesize the given product. (1) Given the product [N:1]1([C:19]([N:55]2[C:56]([C:57]([NH:59][C@@H:60]3[CH2:65][C@H:64]4[CH2:66][C@@H:62]([C:63]4([CH3:68])[CH3:67])[C@H:61]3[CH3:69])=[O:58])=[C:52]([C:47]3[CH:48]=[CH:49][CH:50]=[CH:51][C:46]=3[O:39][C:40]3[CH:45]=[CH:44][CH:43]=[CH:42][CH:41]=3)[N:53]=[N:54]2)=[O:21])[CH:10]2[CH:5]([CH2:6][CH2:7][CH2:8][CH2:9]2)[CH2:4][CH2:3][CH2:2]1, predict the reactants needed to synthesize it. The reactants are: [NH:1]1[CH:10]2[CH:5]([CH2:6][CH2:7][CH2:8][CH2:9]2)[CH2:4][CH2:3][CH2:2]1.C(N(CC)CC)C.Cl[C:19](Cl)([O:21]C(=O)OC(Cl)(Cl)Cl)Cl.CN(C1C=CC=CN=1)C.[O:39]([C:46]1[CH:51]=[CH:50][CH:49]=[CH:48][C:47]=1[C:52]1[N:53]=[N:54][NH:55][C:56]=1[C:57]([NH:59][C@@H:60]1[CH2:65][C@H:64]2[CH2:66][C@@H:62]([C:63]2([CH3:68])[CH3:67])[C@H:61]1[CH3:69])=[O:58])[C:40]1[CH:45]=[CH:44][CH:43]=[CH:42][CH:41]=1. (2) Given the product [C:69]([CH2:68][NH:67][C:29]([CH2:28][C@H:25]1[CH2:24][CH2:23][C:22]2[S:21][C:20]3[N:19]=[CH:18][N:17]=[C:16]([O:15][CH:12]4[CH2:11][CH2:10][CH:9]([N:8]([CH3:32])[C:6](=[O:7])[O:5][C:1]([CH3:3])([CH3:4])[CH3:2])[CH2:14][CH2:13]4)[C:27]=3[C:26]1=2)=[O:31])(=[O:70])[NH2:71], predict the reactants needed to synthesize it. The reactants are: [C:1]([O:5][C:6]([N:8]([CH3:32])[CH:9]1[CH2:14][CH2:13][CH:12]([O:15][C:16]2[C:27]3[C:26]4[C@@H:25]([CH2:28][C:29]([OH:31])=O)[CH2:24][CH2:23][C:22]=4[S:21][C:20]=3[N:19]=[CH:18][N:17]=2)[CH2:11][CH2:10]1)=[O:7])([CH3:4])([CH3:3])[CH3:2].CN(C(ON1N=NC2C=CC=NC1=2)=[N+](C)C)C.F[P-](F)(F)(F)(F)F.CCN(C(C)C)C(C)C.Cl.[NH2:67][CH2:68][C:69]([NH2:71])=[O:70]. (3) Given the product [C:44]([C:48]1[CH:65]=[CH:64][C:51]([CH2:52][N:53]([CH2:54][CH2:55][C:56]2[CH:61]=[CH:60][C:59]([F:62])=[C:58]([F:63])[CH:57]=2)[C:10]([C:8]2[CH:7]=[CH:6][CH:5]=[C:4]3[C:9]=2[NH:1][CH:2]=[CH:3]3)=[O:12])=[CH:50][CH:49]=1)([CH3:47])([CH3:45])[CH3:46], predict the reactants needed to synthesize it. The reactants are: [NH:1]1[C:9]2[C:4](=[CH:5][CH:6]=[CH:7][C:8]=2[C:10]([OH:12])=O)[CH:3]=[CH:2]1.CN(C(ON1N=NC2C=CC=CC1=2)=[N+](C)C)C.[B-](F)(F)(F)F.C(N(CC)C(C)C)(C)C.[C:44]([C:48]1[CH:65]=[CH:64][C:51]([CH2:52][NH:53][CH2:54][CH2:55][C:56]2[CH:61]=[CH:60][C:59]([F:62])=[C:58]([F:63])[CH:57]=2)=[CH:50][CH:49]=1)([CH3:47])([CH3:46])[CH3:45].